Dataset: Catalyst prediction with 721,799 reactions and 888 catalyst types from USPTO. Task: Predict which catalyst facilitates the given reaction. (1) The catalyst class is: 6. Product: [CH3:14][C:11]1([CH3:13])[CH2:10][CH:9]([CH3:15])[C:8]([CH2:3][C:1]#[N:2])=[CH:12]1. Reactant: [C:1]([C:3](=[C:8]1[CH2:12][C:11]([CH3:14])([CH3:13])[CH2:10][CH:9]1[CH3:15])C(OC)=O)#[N:2].[Cl-].[Li+].CN1CCCC1=O.Cl. (2) The catalyst class is: 4. Product: [NH2:20][C:18]1[N:19]=[C:14]([C:7]2[C:8]3[C:9](=[N:10][CH:11]=[CH:12][CH:13]=3)[N:5]([CH2:4][C:3]3[CH:22]=[CH:23][CH:24]=[CH:25][C:2]=3[F:1])[N:6]=2)[N:15]=[N:16][C:17]=1[NH:21][S:27]([CH3:26])(=[O:29])=[O:28]. Reactant: [F:1][C:2]1[CH:25]=[CH:24][CH:23]=[CH:22][C:3]=1[CH2:4][N:5]1[C:9]2=[N:10][CH:11]=[CH:12][CH:13]=[C:8]2[C:7]([C:14]2[N:15]=[N:16][C:17]([NH2:21])=[C:18]([NH2:20])[N:19]=2)=[N:6]1.[CH3:26][S:27](Cl)(=[O:29])=[O:28].C(N(CC)CC)C. (3) Reactant: Br[C:2]1[CH:10]=[C:9]2[C:5]([CH:6]=[N:7][NH:8]2)=[C:4]([NH:11][C:12]([C:14]2[N:15]=[C:16]([CH3:19])[S:17][CH:18]=2)=[O:13])[CH:3]=1.C(=O)([O-])[O-].[Na+].[Na+].O1CCOCC1.CC1(C)C(C)(C)OB([C:40]2[CH:41]=[C:42]([CH2:46][S:47]([NH2:50])(=[O:49])=[O:48])[CH:43]=[CH:44][CH:45]=2)O1. Product: [NH2:50][S:47]([CH2:46][C:42]1[CH:43]=[C:44]([C:2]2[CH:10]=[C:9]3[C:5]([CH:6]=[N:7][NH:8]3)=[C:4]([NH:11][C:12]([C:14]3[N:15]=[C:16]([CH3:19])[S:17][CH:18]=3)=[O:13])[CH:3]=2)[CH:45]=[CH:40][CH:41]=1)(=[O:48])=[O:49]. The catalyst class is: 263.